From a dataset of Catalyst prediction with 721,799 reactions and 888 catalyst types from USPTO. Predict which catalyst facilitates the given reaction. (1) Reactant: Cl.[CH3:2][C@@H:3]1[CH2:8][O:7][CH2:6][CH2:5][NH:4]1.[Cl:9][CH2:10][C:11]1[N:15]([C:16]2[CH:21]=[CH:20][CH:19]=[C:18]([C:22]([F:25])([F:24])[F:23])[CH:17]=2)[N:14]=[N:13][N:12]=1.C(N(C(C)C)CC)(C)C. Product: [ClH:9].[CH3:2][C@@H:3]1[CH2:8][O:7][CH2:6][CH2:5][N:4]1[CH2:10][C:11]1[N:15]([C:16]2[CH:21]=[CH:20][CH:19]=[C:18]([C:22]([F:24])([F:23])[F:25])[CH:17]=2)[N:14]=[N:13][N:12]=1. The catalyst class is: 10. (2) Reactant: C1(SC)C=CC=CC=1.C([O:16][C:17]1[CH:26]=[C:25]2[C:20]([C:21]([O:27][C:28]3[CH:33]=[CH:32][C:31]([N+:34]([O-:36])=[O:35])=[CH:30][CH:29]=3)=[CH:22][CH:23]=[N:24]2)=[CH:19][C:18]=1[O:37][CH3:38])C1C=CC=CC=1. Product: [CH3:38][O:37][C:18]1[CH:19]=[C:20]2[C:25](=[CH:26][C:17]=1[OH:16])[N:24]=[CH:23][CH:22]=[C:21]2[O:27][C:28]1[CH:29]=[CH:30][C:31]([N+:34]([O-:36])=[O:35])=[CH:32][CH:33]=1. The catalyst class is: 55. (3) Reactant: [Li+].[OH-].[C:3]([O:7][C:8]([NH:10][C@@H:11]([CH2:21][CH2:22][CH2:23][CH2:24][NH:25][C:26]([O:28][C:29]([CH3:32])([CH3:31])[CH3:30])=[O:27])[C:12]([NH:14][CH2:15][CH2:16][C:17]([O:19]C)=[O:18])=[O:13])=[O:9])([CH3:6])([CH3:5])[CH3:4].O1CCOCC1. Product: [C:3]([O:7][C:8]([NH:10][C@@H:11]([CH2:21][CH2:22][CH2:23][CH2:24][NH:25][C:26]([O:28][C:29]([CH3:32])([CH3:31])[CH3:30])=[O:27])[C:12]([NH:14][CH2:15][CH2:16][C:17]([OH:19])=[O:18])=[O:13])=[O:9])([CH3:6])([CH3:5])[CH3:4]. The catalyst class is: 6. (4) Reactant: [C:1]1([OH:7])[CH:6]=[CH:5][CH:4]=[CH:3][CH:2]=1.C(=O)([O-])O.[Na+].[Cl:13][C:14]1[CH:19]=[CH:18][C:17]([CH2:20]Cl)=[C:16]([C:22]#[N:23])[N:15]=1.O. Product: [Cl:13][C:14]1[CH:19]=[CH:18][C:17]([CH2:20][O:7][C:1]2[CH:6]=[CH:5][CH:4]=[CH:3][CH:2]=2)=[C:16]([C:22]#[N:23])[N:15]=1. The catalyst class is: 10. (5) Reactant: CS[C:3](SC)=[C:4]1[C:13](=[O:14])[C:12]2[C:7](=[CH:8][CH:9]=[CH:10][CH:11]=2)[N:6]([NH:15][CH2:16][CH:17]2[CH2:19][CH2:18]2)[C:5]1=[O:20].[NH2:23][C:24]1[CH:29]=[CH:28][C:27]([NH:30][S:31]([CH3:34])(=[O:33])=[O:32])=[CH:26][C:25]=1[S:35]([NH2:38])(=[O:37])=[O:36].CO.C(OCC)C. Product: [CH:17]1([CH2:16][NH:15][N:6]2[C:7]3[C:12](=[CH:11][CH:10]=[CH:9][CH:8]=3)[C:13]([OH:14])=[C:4]([C:3]3[NH:23][C:24]4[CH:29]=[CH:28][C:27]([NH:30][S:31]([CH3:34])(=[O:32])=[O:33])=[CH:26][C:25]=4[S:35](=[O:37])(=[O:36])[N:38]=3)[C:5]2=[O:20])[CH2:18][CH2:19]1. The catalyst class is: 12.